From a dataset of Catalyst prediction with 721,799 reactions and 888 catalyst types from USPTO. Predict which catalyst facilitates the given reaction. (1) Reactant: [Br:1][C:2]1[C:3](Cl)=[C:4]2[CH:10]=[CH:9][NH:8][C:5]2=[N:6][CH:7]=1.[CH3:12][S-:13].[Na+].O. Product: [Br:1][C:2]1[C:3]([S:13][CH3:12])=[C:4]2[CH:10]=[CH:9][NH:8][C:5]2=[N:6][CH:7]=1. The catalyst class is: 3. (2) Reactant: [CH3:1][O:2][C:3]([CH:5]1[CH2:9][O:8][C:7]([C:10]2[CH:15]=[CH:14][C:13]([N:16]3[CH2:21][CH2:20][N:19]([CH:22]([C:29](=[O:35])[N:30]([CH2:33][CH3:34])[CH2:31][CH3:32])[C:23]4[CH:28]=[CH:27][CH:26]=[CH:25][CH:24]=4)[CH2:18][CH2:17]3)=[C:12]([F:36])[CH:11]=2)=[N:6]1)=[O:4].BrC(Cl)(Cl)Cl.C1CCN2C(=NCCC2)CC1. Product: [CH3:1][O:2][C:3]([C:5]1[N:6]=[C:7]([C:10]2[CH:15]=[CH:14][C:13]([N:16]3[CH2:17][CH2:18][N:19]([CH:22]([C:29](=[O:35])[N:30]([CH2:33][CH3:34])[CH2:31][CH3:32])[C:23]4[CH:28]=[CH:27][CH:26]=[CH:25][CH:24]=4)[CH2:20][CH2:21]3)=[C:12]([F:36])[CH:11]=2)[O:8][CH:9]=1)=[O:4]. The catalyst class is: 2. (3) Reactant: [C:1]([C:3]1[C:4]([C:18]([F:21])([F:20])[F:19])=[C:5]2[C:9](=[CH:10][CH:11]=1)[N:8]([CH:12]([CH3:16])[C:13](O)=[O:14])[C:7]([CH3:17])=[CH:6]2)#[N:2].[F:22][C:23]1[CH:28]=[CH:27][C:26]([C:29](=[NH:32])[NH:30]O)=[CH:25][CH:24]=1.CN(C(ON1N=NC2C=CC=NC1=2)=[N+](C)C)C.F[P-](F)(F)(F)(F)F.CCN(C(C)C)C(C)C.CCN=C=NCCCN(C)C.Cl. Product: [F:22][C:23]1[CH:28]=[CH:27][C:26]([C:29]2[N:32]=[C:13]([CH:12]([N:8]3[C:9]4[C:5](=[C:4]([C:18]([F:21])([F:20])[F:19])[C:3]([C:1]#[N:2])=[CH:11][CH:10]=4)[CH:6]=[C:7]3[CH3:17])[CH3:16])[O:14][N:30]=2)=[CH:25][CH:24]=1. The catalyst class is: 23.